Dataset: Forward reaction prediction with 1.9M reactions from USPTO patents (1976-2016). Task: Predict the product of the given reaction. (1) Given the reactants O=[C:2]([C:6]1[CH:7]=[N:8][CH:9]=[CH:10][CH:11]=1)[CH2:3][C:4]#[N:5].[N+:12]([C:15]1[CH:20]=[CH:19][C:18]([NH:21][NH2:22])=[CH:17][CH:16]=1)([O-:14])=[O:13].Cl, predict the reaction product. The product is: [N+:12]([C:15]1[CH:16]=[CH:17][C:18]([N:21]2[C:4]([NH2:5])=[CH:3][C:2]([C:6]3[CH:7]=[N:8][CH:9]=[CH:10][CH:11]=3)=[N:22]2)=[CH:19][CH:20]=1)([O-:14])=[O:13]. (2) Given the reactants [NH2:1][C:2]1[C:7]2=[C:8]([Br:24])[CH:9]=[C:10]([CH:11]3CCN(C(OC(C)(C)C)=O)C[CH2:12]3)[N:6]2[N:5]=[CH:4][N:3]=1.NC1C2=CC=C(CC[OH:37])N2N=CN=1, predict the reaction product. The product is: [NH2:1][C:2]1[C:7]2=[C:8]([Br:24])[CH:9]=[C:10]([CH2:11][CH2:12][OH:37])[N:6]2[N:5]=[CH:4][N:3]=1.